From a dataset of Peptide-MHC class I binding affinity with 185,985 pairs from IEDB/IMGT. Regression. Given a peptide amino acid sequence and an MHC pseudo amino acid sequence, predict their binding affinity value. This is MHC class I binding data. The peptide sequence is FHKRDMRLL. The MHC is HLA-B44:02 with pseudo-sequence HLA-B44:02. The binding affinity (normalized) is 0.0847.